The task is: Predict which catalyst facilitates the given reaction.. This data is from Catalyst prediction with 721,799 reactions and 888 catalyst types from USPTO. (1) Reactant: Br[CH2:2][C:3]([C:5]1[CH:14]=[CH:13][CH:12]=[C:11]2[C:6]=1[N:7]=[C:8]([NH:16][CH2:17][C:18]([F:21])([F:20])[F:19])[C:9]([CH3:15])=[N:10]2)=[O:4].[C:22]([O:26][C:27]([NH:29][C@H:30]([CH3:39])[C:31](=[O:38])[CH2:32][C:33]([O:35][CH2:36][CH3:37])=[O:34])=[O:28])([CH3:25])([CH3:24])[CH3:23].C([O-])([O-])=O.[K+].[K+]. Product: [C:22]([O:26][C:27]([NH:29][CH:30]([CH3:39])[C:31](=[O:38])[CH:32]([CH2:2][C:3]([C:5]1[CH:14]=[CH:13][CH:12]=[C:11]2[C:6]=1[N:7]=[C:8]([NH:16][CH2:17][C:18]([F:21])([F:20])[F:19])[C:9]([CH3:15])=[N:10]2)=[O:4])[C:33]([O:35][CH2:36][CH3:37])=[O:34])=[O:28])([CH3:24])([CH3:25])[CH3:23]. The catalyst class is: 3. (2) Reactant: Cl.[CH3:2][NH:3][CH3:4].C(N(CC)CC)C.[Br:12][C:13]1[CH:14]=[C:15]([S:19](Cl)(=[O:21])=[O:20])[CH:16]=[CH:17][CH:18]=1.C(=O)([O-])O.[Na+]. Product: [Br:12][C:13]1[CH:14]=[C:15]([S:19]([N:3]([CH3:4])[CH3:2])(=[O:21])=[O:20])[CH:16]=[CH:17][CH:18]=1. The catalyst class is: 1. (3) Reactant: C(O[C:6](=O)[N:7]([C:9]1[C:14]([F:15])=[CH:13][C:12]([C:16]2[O:17][C:18]3[CH:24]=[CH:23][C:22]([O:25]C)=[CH:21][C:19]=3[CH:20]=2)=[CH:11][N:10]=1)C)(C)(C)C.B(Br)(Br)Br. Product: [F:15][C:14]1[CH:13]=[C:12]([C:16]2[O:17][C:18]3[CH:24]=[CH:23][C:22]([OH:25])=[CH:21][C:19]=3[CH:20]=2)[CH:11]=[N:10][C:9]=1[NH:7][CH3:6]. The catalyst class is: 2. (4) Reactant: [F:1][C:2]1[CH:7]=[C:6]([N+:8]([O-])=O)[CH:5]=[CH:4][C:3]=1[N:11]1[CH2:16][CH2:15][N:14]([C:17]([O:19][C:20]([CH3:23])([CH3:22])[CH3:21])=[O:18])[CH2:13][CH2:12]1. Product: [NH2:8][C:6]1[CH:5]=[CH:4][C:3]([N:11]2[CH2:16][CH2:15][N:14]([C:17]([O:19][C:20]([CH3:22])([CH3:21])[CH3:23])=[O:18])[CH2:13][CH2:12]2)=[C:2]([F:1])[CH:7]=1. The catalyst class is: 19.